Dataset: Full USPTO retrosynthesis dataset with 1.9M reactions from patents (1976-2016). Task: Predict the reactants needed to synthesize the given product. (1) Given the product [C:45]([NH:1][C:2]1[C:11]([F:12])=[C:10]([N:37]2[CH2:38][C@H:34]([C:31]3([NH:30][C:28]([O:27][C:23]([CH3:26])([CH3:24])[CH3:25])=[O:29])[CH2:32][CH2:33]3)[C@H:35]([F:39])[CH2:36]2)[C:9]([CH3:14])=[C:8]2[C:3]=1[C:4](=[O:22])[C:5]([C:19]([OH:21])=[O:20])=[CH:6][N:7]2[C@@H:15]1[CH2:17][C@@H:16]1[F:18])(=[O:49])[CH3:46], predict the reactants needed to synthesize it. The reactants are: [NH2:1][C:2]1[C:11]([F:12])=[C:10](F)[C:9]([CH3:14])=[C:8]2[C:3]=1[C:4](=[O:22])[C:5]([C:19]([OH:21])=[O:20])=[CH:6][N:7]2[C@@H:15]1[CH2:17][C@@H:16]1[F:18].[C:23]([O:27][C:28]([NH:30][C:31]1([C@H:34]2[CH2:38][NH:37][CH2:36][C@H:35]2[F:39])[CH2:33][CH2:32]1)=[O:29])([CH3:26])([CH3:25])[CH3:24].CN1[CH2:46][CH2:45]CCC1.CS(C)=[O:49]. (2) The reactants are: C[N:2](C)[CH:3]=[C:4]([C:7]([C:9]1[S:13][C:12]([NH:14][CH3:15])=[N:11][C:10]=1[CH3:16])=O)[C:5]#N.[CH3:18][N:19]1[CH2:24][CH2:23][N:22]([C:25]([C:27]2[CH:28]=[C:29]([NH:33][C:34]([NH2:36])=[NH:35])[CH:30]=[CH:31][CH:32]=2)=[O:26])[CH2:21][CH2:20]1. Given the product [CH3:16][C:10]1[N:11]=[C:12]([NH:14][CH3:15])[S:13][C:9]=1[C:7]1[C:4]([C:3]#[N:2])=[CH:5][N:36]=[C:34]([NH:33][C:29]2[CH:30]=[CH:31][CH:32]=[C:27]([C:25]([N:22]3[CH2:21][CH2:20][N:19]([CH3:18])[CH2:24][CH2:23]3)=[O:26])[CH:28]=2)[N:35]=1, predict the reactants needed to synthesize it. (3) Given the product [Cl:9][CH2:10][C:11]1[N:7]([CH3:6])[N:5]=[C:2]([CH3:3])[N:4]=1, predict the reactants needed to synthesize it. The reactants are: Cl.[C:2]([NH2:5])(=[NH:4])[CH3:3].[CH3:6][NH:7]N.[Cl:9][CH2:10][C:11](Cl)=O. (4) The reactants are: Cl[C:2]1[CH:15]=[CH:14][C:13]2[C:4](=[C:5]3[C:10](=[CH:11][CH:12]=2)[CH:9]=[CH:8][C:7]([Cl:16])=[N:6]3)[N:3]=1.[CH2:17]([O:20]/[N:21]=[C:22](/[C:24]1[CH:29]=[CH:28][CH:27]=[C:26]([CH3:30])[N:25]=1)\[CH3:23])[C:18]#[CH:19].C(NC(C)C)(C)C.O. Given the product [Cl:16][C:7]1[CH:8]=[CH:9][C:10]2[C:5]([N:6]=1)=[C:4]1[C:13]([CH:14]=[CH:15][C:2]([C:19]#[C:18][CH2:17][O:20][N:21]=[C:22]([C:24]3[CH:29]=[CH:28][CH:27]=[C:26]([CH3:30])[N:25]=3)[CH3:23])=[N:3]1)=[CH:12][CH:11]=2, predict the reactants needed to synthesize it. (5) Given the product [NH2:43][CH2:44][CH2:45][C:46]([NH:1][C@H:2]1[CH2:7][CH2:6][CH2:5][N:4]([CH2:8][C:9]2[C:30]([C:31]([F:34])([F:33])[F:32])=[CH:29][C:12]([C:13]([NH:15][CH2:16][C:17]3[CH:22]=[C:21]([Cl:23])[CH:20]=[CH:19][C:18]=3[S:24]([CH2:27][CH3:28])(=[O:26])=[O:25])=[O:14])=[CH:11][C:10]=2[Cl:35])[CH2:3]1)=[O:47], predict the reactants needed to synthesize it. The reactants are: [NH2:1][C@H:2]1[CH2:7][CH2:6][CH2:5][N:4]([CH2:8][C:9]2[C:30]([C:31]([F:34])([F:33])[F:32])=[CH:29][C:12]([C:13]([NH:15][CH2:16][C:17]3[CH:22]=[C:21]([Cl:23])[CH:20]=[CH:19][C:18]=3[S:24]([CH2:27][CH3:28])(=[O:26])=[O:25])=[O:14])=[CH:11][C:10]=2[Cl:35])[CH2:3]1.C(OC([NH:43][CH2:44][CH2:45][C:46](O)=[O:47])=O)(C)(C)C. (6) Given the product [CH2:1]([O:8][C:9]1[CH:10]=[C:11]2[C:16](=[CH:17][C:18]=1[O:19][CH3:20])[CH2:15][N:14]([CH2:21][C:22]1[CH:27]=[CH:26][CH:25]=[C:24]([OH:28])[CH:23]=1)[CH2:13][CH2:12]2)[C:2]1[CH:7]=[CH:6][CH:5]=[CH:4][CH:3]=1, predict the reactants needed to synthesize it. The reactants are: [CH2:1]([O:8][C:9]1[CH:10]=[C:11]2[C:16](=[CH:17][C:18]=1[O:19][CH3:20])[CH2:15][N:14]([CH2:21][C:22]1[CH:27]=[CH:26][CH:25]=[C:24]([O:28][Si](C(C)C)(C(C)C)C(C)C)[CH:23]=1)[CH2:13][CH2:12]2)[C:2]1[CH:7]=[CH:6][CH:5]=[CH:4][CH:3]=1.CCCC[N+](CCCC)(CCCC)CCCC.[F-].C1COCC1.O.CCOC(C)=O. (7) Given the product [CH2:26]([O:28][C:29](=[O:39])[CH2:30][C:31]1[CH:36]=[CH:35][C:34]([CH2:37][NH:38][C:5](=[O:6])[C:4]2[CH:8]=[CH:9][C:10]([CH:11]([CH3:25])[C:12]([C:18]3[CH:23]=[CH:22][N:21]=[C:20]([Cl:24])[CH:19]=3)([OH:17])[C:13]([F:16])([F:14])[F:15])=[C:2]([Cl:1])[CH:3]=2)=[CH:33][CH:32]=1)[CH3:27], predict the reactants needed to synthesize it. The reactants are: [Cl:1][C:2]1[CH:3]=[C:4]([CH:8]=[CH:9][C:10]=1[CH:11]([CH3:25])[C:12]([C:18]1[CH:23]=[CH:22][N:21]=[C:20]([Cl:24])[CH:19]=1)([OH:17])[C:13]([F:16])([F:15])[F:14])[C:5](O)=[O:6].[CH2:26]([O:28][C:29](=[O:39])[CH2:30][C:31]1[CH:36]=[CH:35][C:34]([CH2:37][NH2:38])=[CH:33][CH:32]=1)[CH3:27].CN(C(ON1N=NC2C=CC=CC1=2)=[N+](C)C)C.F[P-](F)(F)(F)(F)F. (8) Given the product [ClH:21].[Cl:21][C:22]1[CH:27]=[C:26]([NH:8][C:5]2[N:4]=[C:3]([C:9]3[N:13]([CH:14]4[CH2:19][CH2:18][O:17][CH2:16][CH2:15]4)[C:12]([CH3:20])=[N:11][CH:10]=3)[C:2]([F:1])=[CH:7][N:6]=2)[CH:25]=[N:24][C:23]=1[C:29]([N:31]1[CH2:36][CH2:35][CH2:34][CH2:33][CH2:32]1)=[O:30], predict the reactants needed to synthesize it. The reactants are: [F:1][C:2]1[C:3]([C:9]2[N:13]([CH:14]3[CH2:19][CH2:18][O:17][CH2:16][CH2:15]3)[C:12]([CH3:20])=[N:11][CH:10]=2)=[N:4][C:5]([NH2:8])=[N:6][CH:7]=1.[Cl:21][C:22]1[C:23]([C:29]([N:31]2[CH2:36][CH2:35][CH2:34][CH2:33][CH2:32]2)=[O:30])=[N:24][CH:25]=[C:26](Cl)[CH:27]=1.C(=O)([O-])[O-].[Cs+].[Cs+].CC1(C)C2C(=C(P(C3C=CC=CC=3)C3C=CC=CC=3)C=CC=2)OC2C(P(C3C=CC=CC=3)C3C=CC=CC=3)=CC=CC1=2. (9) Given the product [NH2:38][C@H:10]1[C@H:9]([OH:8])[C@@H:14]([CH3:15])[CH2:13][N:12]([C:16]2[CH:21]=[CH:20][N:19]=[CH:18][C:17]=2[NH:22][C:23]([C:25]2[CH:34]=[CH:33][C:32]3[C:27](=[CH:28][C:29]([CH:35]([CH3:37])[CH3:36])=[CH:30][CH:31]=3)[N:26]=2)=[O:24])[CH2:11]1, predict the reactants needed to synthesize it. The reactants are: [Si]([O:8][C@@H:9]1[C@@H:14]([CH3:15])[CH2:13][N:12]([C:16]2[CH:21]=[CH:20][N:19]=[CH:18][C:17]=2[NH:22][C:23]([C:25]2[CH:34]=[CH:33][C:32]3[C:27](=[CH:28][C:29]([C:35]([CH3:37])=[CH2:36])=[CH:30][CH:31]=3)[N:26]=2)=[O:24])[CH2:11][C@H:10]1[NH:38]C(=O)OC(C)(C)C)(C(C)(C)C)(C)C.Cl.O1CCOCC1.